This data is from Reaction yield outcomes from USPTO patents with 853,638 reactions. The task is: Predict the reaction yield, written as a fraction of the theoretical maximum amount of product (1.0 means a 100% yield; for example, 0.34 means a 34% yield). (1) The reactants are [Br:1][C:2]1[CH:3]=[C:4]([C:9]([CH3:14])([CH3:13])[CH:10]([OH:12])[CH3:11])[CH:5]=[CH:6][C:7]=1[F:8].C1C=C[NH+]=CC=1.[O-][Cr](Cl)(=O)=O.O. The catalyst is C(Cl)Cl. The product is [Br:1][C:2]1[CH:3]=[C:4]([C:9]([CH3:14])([CH3:13])[C:10](=[O:12])[CH3:11])[CH:5]=[CH:6][C:7]=1[F:8]. The yield is 0.730. (2) The product is [C:11]([O:10][C:8]([C:7]1[C:6]([OH:5])=[C:18]([C:19]([F:20])([F:21])[F:22])[CH:17]=[CH:16][C:15]=1[CH2:23][O:24][C:25]1[CH:30]=[CH:29][C:28]([C:31]2[CH:36]=[CH:35][C:34]([CH2:37][C:38]([OH:40])=[O:39])=[C:33]([CH3:42])[CH:32]=2)=[CH:27][CH:26]=1)=[O:9])([CH3:14])([CH3:12])[CH3:13]. The yield is 0.840. The catalyst is O1CCCC1. The reactants are [OH-].[Na+].CO.[OH:5][C:6]1[C:18]([C:19]([F:22])([F:21])[F:20])=[CH:17][CH:16]=[C:15]([CH2:23][O:24][C:25]2[CH:30]=[CH:29][C:28]([C:31]3[CH:36]=[CH:35][C:34]([CH2:37][C:38]([O:40]C)=[O:39])=[C:33]([CH3:42])[CH:32]=3)=[CH:27][CH:26]=2)[C:7]=1[C:8]([O:10][C:11]([CH3:14])([CH3:13])[CH3:12])=[O:9].Cl. (3) The product is [C:1]([O:5][C:6]([N:8]1[CH2:13][CH2:12][CH:11]([O:14][C:18]2[N:23]=[N:22][C:21]([CH:24]3[CH2:25][CH2:26][CH2:27][CH2:28][CH2:29]3)=[C:20]([C:30]3[CH:31]=[CH:32][C:33]([O:36][CH:37]4[CH2:42][CH2:41][CH2:40][CH2:39][CH2:38]4)=[CH:34][CH:35]=3)[CH:19]=2)[CH2:10][CH2:9]1)=[O:7])([CH3:4])([CH3:2])[CH3:3]. The catalyst is C1COCC1. The reactants are [C:1]([O:5][C:6]([N:8]1[CH2:13][CH2:12][CH:11]([OH:14])[CH2:10][CH2:9]1)=[O:7])([CH3:4])([CH3:3])[CH3:2].[H-].[Na+].Cl[C:18]1[N:23]=[N:22][C:21]([CH:24]2[CH2:29][CH2:28][CH2:27][CH2:26][CH2:25]2)=[C:20]([C:30]2[CH:35]=[CH:34][C:33]([O:36][CH:37]3[CH2:42][CH2:41][CH2:40][CH2:39][CH2:38]3)=[CH:32][CH:31]=2)[CH:19]=1. The yield is 0.810. (4) The reactants are [CH3:1][O:2][C:3]1[CH:4]=[C:5]2[C:10](=[CH:11][CH:12]=1)[NH:9][C:8](=O)[CH:7]=[N:6]2.COC1C=C2C(N=CC(=O)N2)=CC=1.P(Cl)(Cl)([Cl:29])=O. No catalyst specified. The product is [Cl:29][C:8]1[CH:7]=[N:6][C:5]2[C:10](=[CH:11][CH:12]=[C:3]([O:2][CH3:1])[CH:4]=2)[N:9]=1. The yield is 0.350. (5) The reactants are F.F.F.C(N(CC)CC)C.C(N(CC)CC)C.[Si]([O:35][CH2:36][C@H:37]1[O:41][C@@H:40]([N:42]2[CH:49]=[C:48]([CH3:50])[C:46](=[O:47])[NH:45][C:43]2=[O:44])[C@H:39]([O:51][CH2:52][CH2:53][O:54][N:55]([CH3:57])[CH3:56])[C@@H:38]1[OH:58])(C(C)(C)C)(C1C=CC=CC=1)C1C=CC=CC=1.CO. The catalyst is C1COCC1.C(Cl)Cl. The product is [CH3:56][N:55]([CH3:57])[O:54][CH2:53][CH2:52][O:51][C@@H:39]1[C@H:38]([OH:58])[C@@H:37]([CH2:36][OH:35])[O:41][C@H:40]1[N:42]1[CH:49]=[C:48]([CH3:50])[C:46](=[O:47])[NH:45][C:43]1=[O:44]. The yield is 0.925. (6) The yield is 0.840. The reactants are [C:1]([N:4]1[C:12]2[C:7](=[CH:8][CH:9]=[C:10]([N:13]([CH:24]3[CH2:29][CH2:28][NH:27][CH2:26][CH2:25]3)[C:14](=[O:23])/[CH:15]=[CH:16]/[C:17]3[CH:22]=[CH:21][CH:20]=[CH:19][CH:18]=3)[CH:11]=2)[CH2:6][CH2:5]1)(=[O:3])[CH3:2].C([O-])([O-])=O.[Na+].[Na+].Br[CH:37]([C:42]1[CH:47]=[CH:46][CH:45]=[CH:44][CH:43]=1)[C:38]([O:40][CH3:41])=[O:39].O. The product is [CH3:41][O:40][C:38](=[O:39])[CH:37]([N:27]1[CH2:28][CH2:29][CH:24]([N:13]([C:10]2[CH:11]=[C:12]3[C:7]([CH2:6][CH2:5][N:4]3[C:1](=[O:3])[CH3:2])=[CH:8][CH:9]=2)[C:14](=[O:23])/[CH:15]=[CH:16]/[C:17]2[CH:18]=[CH:19][CH:20]=[CH:21][CH:22]=2)[CH2:25][CH2:26]1)[C:42]1[CH:43]=[CH:44][CH:45]=[CH:46][CH:47]=1. The catalyst is CN(C=O)C.C(Cl)Cl. (7) The reactants are Cl[C:2]1[CH:15]=[CH:14][C:5]([C:6]([C:8]2[CH:13]=[CH:12][CH:11]=[CH:10][CH:9]=2)=[O:7])=[CH:4][C:3]=1[N+:16]([O-:18])=[O:17].[C:19]([N:26]1[CH2:31][CH2:30][NH:29][CH2:28][CH2:27]1)([O:21][C:22]([CH3:25])([CH3:24])[CH3:23])=[O:20]. The catalyst is CN1C(=O)CCC1. The product is [C:6]([C:5]1[CH:14]=[CH:15][C:2]([N:29]2[CH2:28][CH2:27][N:26]([C:19]([O:21][C:22]([CH3:25])([CH3:24])[CH3:23])=[O:20])[CH2:31][CH2:30]2)=[C:3]([N+:16]([O-:18])=[O:17])[CH:4]=1)(=[O:7])[C:8]1[CH:13]=[CH:12][CH:11]=[CH:10][CH:9]=1. The yield is 0.930. (8) The reactants are C[O:2][C:3]([NH:5][C@H:6]([C:10]([N:12]1[CH2:16][CH2:15][CH2:14][CH:13]1[C:17]1[NH:18][C:19]([C:22]2[CH:27]=[C:26]3[CH2:28][O:29][C:30]4[CH:54]=[C:53]5[C:33]([CH:34]=[CH:35][C:36]6[N:40]=[C:39]([CH:41]7[CH2:45][CH2:44][CH2:43][N:42]7[C:46](OC(C)(C)C)=[O:47])[NH:38][C:37]=65)=[CH:32][C:31]=4[C:25]3=[CH:24][CH:23]=2)=[CH:20][N:21]=1)=[O:11])[CH:7]([CH3:9])[CH3:8])=[O:4].Cl.[CH3:56][O:57][C:58]([NH:60][C@H:61]([C:65]1[CH:70]=[CH:69][CH:68]=[CH:67][CH:66]=1)C(O)=O)=[O:59].CCOC(C(C#N)=NOC(N1CCOCC1)=[N+](C)C)=O.F[P-](F)(F)(F)(F)F.C(N(C(C)C)CC)(C)C. The catalyst is CN(C=O)C.C(OCC)(=O)C.C(O)C. The product is [CH3:56][O:57][C:58]([NH:60][CH:61]([C:65]1[CH:70]=[CH:69][CH:68]=[CH:67][CH:66]=1)[C:46]([N:42]1[CH2:43][CH2:44][CH2:45][CH:41]1[C:39]1[NH:38][C:37]2[C:53]3[C:33]([CH:34]=[CH:35][C:36]=2[N:40]=1)=[CH:32][C:31]1[C:25]2[C:26]([CH2:28][O:29][C:30]=1[CH:54]=3)=[CH:27][C:22]([C:19]1[NH:18][C:17]([CH:13]3[CH2:14][CH2:15][CH2:16][N:12]3[C:10](=[O:11])[CH:6]([NH:5][C:3](=[O:4])[OH:2])[CH:7]([CH3:8])[CH3:9])=[N:21][CH:20]=1)=[CH:23][CH:24]=2)=[O:47])=[O:59]. The yield is 0.450. (9) The reactants are [CH2:1]([O:3][CH2:4][C:5]1[N:6]([CH2:18][C:19]2([OH:25])[CH2:24][CH2:23][O:22][CH2:21][CH2:20]2)[C:7]2[C:16]3[CH:15]=[CH:14][CH:13]=[CH:12][C:11]=3[N:10]=[CH:9][C:8]=2[N:17]=1)[CH3:2].ClC1C=CC=C(C(OO)=O)C=1.ClCCl.ClC(Cl)(Cl)C([N:44]=C=O)=O. The catalyst is C(Cl)(Cl)Cl.CO. The product is [NH2:44][C:9]1[C:8]2[N:17]=[C:5]([CH2:4][O:3][CH2:1][CH3:2])[N:6]([CH2:18][C:19]3([OH:25])[CH2:24][CH2:23][O:22][CH2:21][CH2:20]3)[C:7]=2[C:16]2[CH:15]=[CH:14][CH:13]=[CH:12][C:11]=2[N:10]=1. The yield is 0.410.